This data is from Reaction yield outcomes from USPTO patents with 853,638 reactions. The task is: Predict the reaction yield, written as a fraction of the theoretical maximum amount of product (1.0 means a 100% yield; for example, 0.34 means a 34% yield). (1) The reactants are [F:1][C:2]1[CH:10]=[C:9]([N:11]2[CH2:16][C@@H:15]3[CH2:17][C@H:12]2[CH2:13][N:14]3[C:18]2[CH:23]=[CH:22][CH:21]=[C:20]([C:24]([F:27])([F:26])[F:25])[CH:19]=2)[CH:8]=[CH:7][C:3]=1[C:4]([OH:6])=[O:5].Cl.[CH3:29]COCC. The catalyst is CO. The product is [F:1][C:2]1[CH:10]=[C:9]([N:11]2[CH2:16][C@@H:15]3[CH2:17][C@H:12]2[CH2:13][N:14]3[C:18]2[CH:23]=[CH:22][CH:21]=[C:20]([C:24]([F:25])([F:27])[F:26])[CH:19]=2)[CH:8]=[CH:7][C:3]=1[C:4]([O:6][CH3:29])=[O:5]. The yield is 0.460. (2) The reactants are C[O:2][C:3](=[O:39])[C:4]1[CH:9]=[CH:8][CH:7]=[CH:6][C:5]=1[O:10][C:11]1[CH:16]=[CH:15][CH:14]=[C:13]([O:17][CH2:18][CH2:19][CH2:20][O:21][C:22]2[CH:27]=[C:26]([OH:28])[C:25]([C:29]3[NH:30][N:31]=[N:32][CH:33]=3)=[CH:24][C:23]=2[CH2:34][CH3:35])[C:12]=1[CH2:36][CH2:37][CH3:38].[OH-].[Li+]. The catalyst is CO.O. The product is [CH2:34]([C:23]1[CH:24]=[C:25]([C:29]2[NH:30][N:31]=[N:32][CH:33]=2)[C:26]([OH:28])=[CH:27][C:22]=1[O:21][CH2:20][CH2:19][CH2:18][O:17][C:13]1[C:12]([CH2:36][CH2:37][CH3:38])=[C:11]([CH:16]=[CH:15][CH:14]=1)[O:10][C:5]1[CH:6]=[CH:7][CH:8]=[CH:9][C:4]=1[C:3]([OH:39])=[O:2])[CH3:35]. The yield is 0.860. (3) The reactants are [CH2:1]([O:21][C:22]1[C:30]([O:31][CH2:32][CH2:33][CH2:34][CH2:35][CH2:36][CH2:37][CH2:38][CH2:39][CH2:40][CH2:41][CH2:42][CH2:43][CH2:44][CH2:45][CH2:46][CH2:47][CH2:48][CH2:49][CH2:50][CH3:51])=[CH:29][CH:28]=[CH:27][C:23]=1[C:24](O)=[O:25])[CH2:2][CH2:3][CH2:4][CH2:5][CH2:6][CH2:7][CH2:8][CH2:9][CH2:10][CH2:11][CH2:12][CH2:13][CH2:14][CH2:15][CH2:16][CH2:17][CH2:18][CH2:19][CH3:20].C1(C)C=CC=CC=1.S(Cl)([Cl:61])=O. The catalyst is CN(C=O)C. The product is [CH2:1]([O:21][C:22]1[C:30]([O:31][CH2:32][CH2:33][CH2:34][CH2:35][CH2:36][CH2:37][CH2:38][CH2:39][CH2:40][CH2:41][CH2:42][CH2:43][CH2:44][CH2:45][CH2:46][CH2:47][CH2:48][CH2:49][CH2:50][CH3:51])=[CH:29][CH:28]=[CH:27][C:23]=1[C:24]([Cl:61])=[O:25])[CH2:2][CH2:3][CH2:4][CH2:5][CH2:6][CH2:7][CH2:8][CH2:9][CH2:10][CH2:11][CH2:12][CH2:13][CH2:14][CH2:15][CH2:16][CH2:17][CH2:18][CH2:19][CH3:20]. The yield is 1.00. (4) The reactants are [Br:1][C:2]1[C:3]([CH2:10][OH:11])=[N:4][C:5]([O:8][CH3:9])=[CH:6][CH:7]=1.C(N(CC)C(C)C)(C)C.[CH3:21][O:22][CH2:23]Cl.CO. The catalyst is ClCCl. The product is [Br:1][C:2]1[C:3]([CH2:10][O:11][CH2:21][O:22][CH3:23])=[N:4][C:5]([O:8][CH3:9])=[CH:6][CH:7]=1. The yield is 0.950. (5) The reactants are [C:1]([C:3]1[CH:4]=[C:5]([NH:9][C:10]([C:12]2[N:13]([CH3:18])[N:14]=[C:15]([CH3:17])[CH:16]=2)=[O:11])[CH:6]=[CH:7][CH:8]=1)#[CH:2].Br[C:20]1[CH:21]=[N:22][CH:23]=[C:24]([CH:37]=1)[C:25]([N:27]=[S@@:28]([CH3:36])(=[O:35])[C:29]1[CH:34]=[CH:33][CH:32]=[CH:31][CH:30]=1)=[O:26]. No catalyst specified. The product is [CH3:18][N:13]1[C:12]([C:10]([NH:9][C:5]2[CH:4]=[C:3]([C:1]#[C:2][C:20]3[CH:21]=[N:22][CH:23]=[C:24]([CH:37]=3)[C:25]([N:27]=[S@@:28]([CH3:36])(=[O:35])[C:29]3[CH:34]=[CH:33][CH:32]=[CH:31][CH:30]=3)=[O:26])[CH:8]=[CH:7][CH:6]=2)=[O:11])=[CH:16][C:15]([CH3:17])=[N:14]1. The yield is 0.640. (6) The reactants are [Mg].[CH:2]1(Br)[CH2:8][CH2:7][CH2:6][CH2:5][CH2:4][CH2:3]1.[Cl-].[Li+].[Cu](C#N)C#N.C1([Mg]Br)CCCCCC1.[C:26]([O:30][CH3:31])(=[O:29])[C:27]#[CH:28].[I:32]I. The catalyst is O1CCCC1.BrCCBr. The product is [CH3:31][O:30][C:26](=[O:29])/[C:27](/[I:32])=[CH:28]\[CH:2]1[CH2:8][CH2:7][CH2:6][CH2:5][CH2:4][CH2:3]1. The yield is 0.640. (7) The reactants are [Cl-].[NH4+].[CH2:3]([O:5][C:6](=[O:20])/[CH:7]=[CH:8]/[C:9]1[CH:10]=[N:11][C:12]([N+:17]([O-])=O)=[C:13]([O:15][CH3:16])[CH:14]=1)[CH3:4]. The catalyst is C(O)C.O.[Fe]. The product is [CH2:3]([O:5][C:6](=[O:20])/[CH:7]=[CH:8]/[C:9]1[CH:10]=[N:11][C:12]([NH2:17])=[C:13]([O:15][CH3:16])[CH:14]=1)[CH3:4]. The yield is 0.660. (8) The reactants are Cl[C:2]1[CH:7]=[CH:6][N:5]=[C:4]([N:8]2[CH2:19][CH2:18][N:17]3[C:10](=[CH:11][C:12]4[CH2:13][C:14]([CH3:21])([CH3:20])[CH2:15][C:16]=43)[C:9]2=[O:22])[C:3]=1[CH:23]=[O:24].[CH3:25][N:26]1[CH:31]=[C:30](B2OC(C)(C)C(C)(C)O2)[CH:29]=[C:28]([NH:41][C:42]2[CH:51]=[C:45]3[CH2:46][N:47]([CH3:50])[CH2:48][CH2:49][N:44]3[N:43]=2)[C:27]1=[O:52]. The catalyst is C1C=CC(P(C2C=CC=CC=2)[C-]2C=CC=C2)=CC=1.C1C=CC(P(C2C=CC=CC=2)[C-]2C=CC=C2)=CC=1.Cl[Pd]Cl.[Fe+2].CN(C=O)C. The product is [CH3:20][C:14]1([CH3:21])[CH2:13][C:12]2[CH:11]=[C:10]3[N:17]([CH2:18][CH2:19][N:8]([C:4]4[C:3]([CH:23]=[O:24])=[C:2]([C:30]5[CH:29]=[C:28]([NH:41][C:42]6[CH:51]=[C:45]7[CH2:46][N:47]([CH3:50])[CH2:48][CH2:49][N:44]7[N:43]=6)[C:27](=[O:52])[N:26]([CH3:25])[CH:31]=5)[CH:7]=[CH:6][N:5]=4)[C:9]3=[O:22])[C:16]=2[CH2:15]1. The yield is 0.746. (9) The reactants are [Cl:1][C:2]1[N:3]=[C:4]2[C:9](=[CH:10][CH:11]=1)[N:8]=[CH:7][C:6]([C:12](=[O:14])[CH3:13])=[C:5]2[NH:15][C:16]1[CH:17]=[N:18][C:19]([O:22][CH2:23][CH2:24][N:25]([CH3:27])[CH3:26])=[CH:20][CH:21]=1.[Cl:28][C:29]1[CH:34]=[C:33](B2OC(C)(C)C(C)(C)O2)[CH:32]=[C:31]([Cl:44])[C:30]=1[OH:45].C1(N)C(F)=C(F)C(F)=C(N)C=1F.Cl.Cl. No catalyst specified. The product is [ClH:1].[ClH:28].[Cl:28][C:29]1[CH:34]=[C:33]([C:2]2[N:3]=[C:4]3[C:9](=[CH:10][CH:11]=2)[N:8]=[CH:7][C:6]([C:12](=[O:14])[CH3:13])=[C:5]3[NH:15][C:16]2[CH:17]=[N:18][C:19]([O:22][CH2:23][CH2:24][N:25]([CH3:26])[CH3:27])=[CH:20][CH:21]=2)[CH:32]=[C:31]([Cl:44])[C:30]=1[OH:45]. The yield is 0.830.